Dataset: Forward reaction prediction with 1.9M reactions from USPTO patents (1976-2016). Task: Predict the product of the given reaction. (1) Given the reactants [C:1]([C:5]1[CH:9]=[C:8]([NH2:10])[N:7]([C:11]2[C:12]([CH2:25][O:26][Si:27]([CH:34]([CH3:36])[CH3:35])([CH:31]([CH3:33])[CH3:32])[CH:28]([CH3:30])[CH3:29])=[N:13][N:14]([CH2:16][CH2:17][O:18][CH:19]3[CH2:24][CH2:23][CH2:22][CH2:21][O:20]3)[CH:15]=2)[N:6]=1)([CH3:4])([CH3:3])[CH3:2].[OH-].[Na+].[Cl:39][C:40]([Cl:47])([Cl:46])[CH2:41][O:42][C:43](Cl)=[O:44], predict the reaction product. The product is: [Cl:39][C:40]([Cl:47])([Cl:46])[CH2:41][O:42][C:43](=[O:44])[NH:10][C:8]1[N:7]([C:11]2[C:12]([CH2:25][O:26][Si:27]([CH:31]([CH3:33])[CH3:32])([CH:28]([CH3:29])[CH3:30])[CH:34]([CH3:36])[CH3:35])=[N:13][N:14]([CH2:16][CH2:17][O:18][CH:19]3[CH2:24][CH2:23][CH2:22][CH2:21][O:20]3)[CH:15]=2)[N:6]=[C:5]([C:1]([CH3:2])([CH3:4])[CH3:3])[CH:9]=1. (2) Given the reactants [NH2:1][C:2]1[N:7]=[C:6]([N:8]2[CH2:17][CH2:16][C:15]3[C:10](=[CH:11][C:12]([N:18]4[CH2:23][CH2:22][CH:21]([C:24]5[CH:32]=[CH:31][C:27]([C:28]([OH:30])=O)=[CH:26][CH:25]=5)[CH2:20][CH2:19]4)=[CH:13][CH:14]=3)[CH2:9]2)[CH:5]=[C:4]([N:33]2[CH2:38][CH2:37][N:36]([CH3:39])[CH2:35][CH2:34]2)[N:3]=1.[CH3:40][NH2:41], predict the reaction product. The product is: [NH2:1][C:2]1[N:7]=[C:6]([N:8]2[CH2:17][CH2:16][C:15]3[C:10](=[CH:11][C:12]([N:18]4[CH2:23][CH2:22][CH:21]([C:24]5[CH:25]=[CH:26][C:27]([C:28]([NH:41][CH3:40])=[O:30])=[CH:31][CH:32]=5)[CH2:20][CH2:19]4)=[CH:13][CH:14]=3)[CH2:9]2)[CH:5]=[C:4]([N:33]2[CH2:38][CH2:37][N:36]([CH3:39])[CH2:35][CH2:34]2)[N:3]=1. (3) Given the reactants [F:1][C:2]1[CH:7]=[CH:6][C:5]([O:8][C:9](=[O:25])[N:10]([C@@H:12]2[C@@H:16]([C:17]3[CH:22]=[CH:21][C:20]([Cl:23])=[C:19]([Cl:24])[CH:18]=3)[CH2:15][NH:14][CH2:13]2)[CH3:11])=[CH:4][CH:3]=1.[O:26]=[C:27]1[CH2:31][CH2:30][CH2:29][N:28]1[CH2:32][CH2:33][C:34](O)=[O:35], predict the reaction product. The product is: [F:1][C:2]1[CH:7]=[CH:6][C:5]([O:8][C:9](=[O:25])[N:10]([C@@H:12]2[C@@H:16]([C:17]3[CH:22]=[CH:21][C:20]([Cl:23])=[C:19]([Cl:24])[CH:18]=3)[CH2:15][N:14]([C:34](=[O:35])[CH2:33][CH2:32][N:28]3[CH2:29][CH2:30][CH2:31][C:27]3=[O:26])[CH2:13]2)[CH3:11])=[CH:4][CH:3]=1. (4) Given the reactants [CH3:1][C:2]1[CH:3]=[C:4]([CH:18]=[CH:19][CH:20]=1)[C:5]([NH:7][C:8]1[CH:13]=[CH:12][CH:11]=[C:10]([C:14]([F:17])([F:16])[F:15])[CH:9]=1)=[O:6].CC(N=NC(C#N)(C)C)(C#N)C.C1C(=O)N([Br:40])C(=O)C1, predict the reaction product. The product is: [Br:40][CH2:1][C:2]1[CH:3]=[C:4]([CH:18]=[CH:19][CH:20]=1)[C:5]([NH:7][C:8]1[CH:13]=[CH:12][CH:11]=[C:10]([C:14]([F:16])([F:15])[F:17])[CH:9]=1)=[O:6].